From a dataset of Reaction yield outcomes from USPTO patents with 853,638 reactions. Predict the reaction yield, written as a fraction of the theoretical maximum amount of product (1.0 means a 100% yield; for example, 0.34 means a 34% yield). (1) The reactants are C[O:2][C:3](=[O:24])[C:4]1[CH:9]=[CH:8][C:7]([O:10][CH2:11][C:12]2[C:13]([C:18]3[CH:23]=[CH:22][CH:21]=[CH:20][N:19]=3)=[N:14][O:15][C:16]=2[CH3:17])=[N:6][CH:5]=1.O.[OH-].[Li+].Cl. The catalyst is C1COCC1.CO.O. The product is [CH3:17][C:16]1[O:15][N:14]=[C:13]([C:18]2[CH:23]=[CH:22][CH:21]=[CH:20][N:19]=2)[C:12]=1[CH2:11][O:10][C:7]1[CH:8]=[CH:9][C:4]([C:3]([OH:24])=[O:2])=[CH:5][N:6]=1. The yield is 0.900. (2) The reactants are [Cl:1][C:2]1[C:3]([O:11][C:12]2[CH:17]=[CH:16][C:15]([Cl:18])=[CH:14][C:13]=2[C:19]2[N:23]([CH3:24])[N:22]=[CH:21][CH:20]=2)=[CH:4][C:5]([F:10])=[C:6]([CH:9]=1)[C:7]#[N:8].OO.C(=O)([O-])[O-:28].[K+].[K+]. The catalyst is CS(C)=O. The product is [Cl:1][C:2]1[C:3]([O:11][C:12]2[CH:17]=[CH:16][C:15]([Cl:18])=[CH:14][C:13]=2[C:19]2[N:23]([CH3:24])[N:22]=[CH:21][CH:20]=2)=[CH:4][C:5]([F:10])=[C:6]([CH:9]=1)[C:7]([NH2:8])=[O:28]. The yield is 1.05. (3) The reactants are [CH3:1][C:2]1[N:3]=[C:4]([NH:7][C:8]2[N:13]=[CH:12][C:11]([S:14]CCC(OC)=O)=[CH:10][C:9]=2[O:21][C:22]2[CH:27]=[CH:26][CH:25]=[CH:24][CH:23]=2)[S:5][CH:6]=1.[Cl:28][C:29]1[CH:34]=[CH:33][N:32]=[C:31]2[CH2:35][N:36](C(OCC)=O)[CH2:37][C:30]=12.CC([O-])(C)C.[K+].[NH4+].[Cl-:50].[OH-].[K+].Cl. The catalyst is CO.O.CS(C)=O. The product is [ClH:28].[ClH:50].[ClH:28].[N:32]1[CH:33]=[CH:34][C:29]([S:14][C:11]2[CH:10]=[C:9]([O:21][C:22]3[CH:23]=[CH:24][CH:25]=[CH:26][CH:27]=3)[C:8]([NH:7][C:4]3[S:5][CH:6]=[C:2]([CH3:1])[N:3]=3)=[N:13][CH:12]=2)=[C:30]2[CH2:37][NH:36][CH2:35][C:31]=12. The yield is 0.330.